Dataset: Full USPTO retrosynthesis dataset with 1.9M reactions from patents (1976-2016). Task: Predict the reactants needed to synthesize the given product. (1) Given the product [CH2:20]([NH:22][C:23]([O:8][CH2:7][CH2:6][C:5]1[CH:9]=[CH:10][C:2]([Br:1])=[CH:3][CH:4]=1)=[O:24])[CH3:21], predict the reactants needed to synthesize it. The reactants are: [Br:1][C:2]1[CH:10]=[CH:9][C:5]([CH2:6][CH2:7][OH:8])=[CH:4][CH:3]=1.C(N(CC)C(C)C)(C)C.[CH2:20]([N:22]=[C:23]=[O:24])[CH3:21]. (2) Given the product [CH3:14][C:15]1[CH:20]=[CH:19][N:18]=[C:17]([NH:21][C:11]([NH2:12])=[S:10])[N:16]=1, predict the reactants needed to synthesize it. The reactants are: C(Cl)(=O)C1C=CC=CC=1.[S-:10][C:11]#[N:12].[NH4+].[CH3:14][C:15]1[CH:20]=[CH:19][N:18]=[C:17]([NH2:21])[N:16]=1. (3) The reactants are: [C:1]([O:5][C:6](=[O:31])[CH2:7][O:8][C:9]1[C:17]([CH2:18]Cl)=[C:16]2[C:12]([CH:13]=[N:14][N:15]2[CH2:20][C@H:21]([O:23][Si:24]([C:27]([CH3:30])([CH3:29])[CH3:28])([CH3:26])[CH3:25])[CH3:22])=[CH:11][CH:10]=1)([CH3:4])([CH3:3])[CH3:2].[H-].[Na+].C(=O)(O)[O-].[Na+]. Given the product [C:1]([O:5][C:6]([CH:7]1[O:8][C:9]2=[CH:10][CH:11]=[C:12]3[C:16]([N:15]([CH2:20][C@H:21]([O:23][Si:24]([C:27]([CH3:30])([CH3:29])[CH3:28])([CH3:26])[CH3:25])[CH3:22])[N:14]=[CH:13]3)=[C:17]2[CH2:18]1)=[O:31])([CH3:4])([CH3:3])[CH3:2], predict the reactants needed to synthesize it.